Task: Predict which catalyst facilitates the given reaction.. Dataset: Catalyst prediction with 721,799 reactions and 888 catalyst types from USPTO (1) Reactant: [Cl-].O[NH3+:3].[C:4](=[O:7])([O-])[OH:5].[Na+].CS(C)=O.[N:13]1([CH2:19][CH2:20][O:21][C@H:22]2[CH2:27][CH2:26][C@H:25]([N:28]3[C:33](=[O:34])[C:32]([CH2:35][C:36]4[CH:41]=[CH:40][C:39]([C:42]5[C:43]([C:48]#[N:49])=[CH:44][CH:45]=[CH:46][CH:47]=5)=[CH:38][CH:37]=4)=[C:31]([CH2:50][CH2:51][CH3:52])[N:30]4[N:53]=[CH:54][N:55]=[C:29]34)[CH2:24][CH2:23]2)[CH2:18][CH2:17][O:16][CH2:15][CH2:14]1. Product: [N:13]1([CH2:19][CH2:20][O:21][C@H:22]2[CH2:27][CH2:26][C@H:25]([N:28]3[C:33](=[O:34])[C:32]([CH2:35][C:36]4[CH:41]=[CH:40][C:39]([C:42]5[CH:47]=[CH:46][CH:45]=[CH:44][C:43]=5[C:48]5[NH:3][C:4](=[O:7])[O:5][N:49]=5)=[CH:38][CH:37]=4)=[C:31]([CH2:50][CH2:51][CH3:52])[N:30]4[N:53]=[CH:54][N:55]=[C:29]34)[CH2:24][CH2:23]2)[CH2:18][CH2:17][O:16][CH2:15][CH2:14]1. The catalyst class is: 13. (2) The catalyst class is: 77. Product: [CH:19]([N:18]1[C:14]([C:12]2[N:13]=[C:6]3[C:5]4[CH:22]=[CH:23][C:2]([C:28]5[N:29]=[C:25]([CH3:24])[N:26]([CH2:34][O:35][CH2:36][CH2:37][Si:38]([CH3:41])([CH3:40])[CH3:39])[CH:27]=5)=[CH:3][C:4]=4[O:10][CH2:9][CH2:8][N:7]3[CH:11]=2)=[N:15][CH:16]=[N:17]1)([CH3:21])[CH3:20]. Reactant: Br[C:2]1[CH:23]=[CH:22][C:5]2[C:6]3[N:7]([CH:11]=[C:12]([C:14]4[N:18]([CH:19]([CH3:21])[CH3:20])[N:17]=[CH:16][N:15]=4)[N:13]=3)[CH2:8][CH2:9][O:10][C:4]=2[CH:3]=1.[CH3:24][C:25]1[N:26]([CH2:34][O:35][CH2:36][CH2:37][Si:38]([CH3:41])([CH3:40])[CH3:39])[CH:27]=[C:28]([Sn](C)(C)C)[N:29]=1.CC1N(COCC[Si](C)(C)C)C([Sn](C)(C)C)=CN=1. (3) Reactant: [Cl:1][C:2]1[CH:3]=[CH:4][C:5]2[NH:14][C:13](=O)[C:12]3[CH:11]=[N:10][N:9]([CH3:16])[C:8]=3[NH:7][C:6]=2[CH:17]=1.[H-].[Al+3].[Li+].[H-].[H-].[H-].N. Product: [Cl:1][C:2]1[CH:3]=[CH:4][C:5]2[NH:14][CH2:13][C:12]3[CH:11]=[N:10][N:9]([CH3:16])[C:8]=3[NH:7][C:6]=2[CH:17]=1. The catalyst class is: 1. (4) Reactant: [Cl:1][C:2]1[C:3]([CH3:31])=[C:4]([NH:15][C:16](=[O:30])[C:17]2[CH:22]=[C:21]([N:23]3[CH2:28][CH2:27][O:26][CH2:25][CH2:24]3)[CH:20]=[C:19]([F:29])[CH:18]=2)[S:5][C:6]=1[C:7]([N:9]1[CH2:14][CH2:13][O:12][CH2:11][CH2:10]1)=O.COC1C=CC(P2(SP(C3C=CC(OC)=CC=3)(=S)S2)=[S:41])=CC=1. Product: [Cl:1][C:2]1[C:3]([CH3:31])=[C:4]([NH:15][C:16](=[O:30])[C:17]2[CH:22]=[C:21]([N:23]3[CH2:28][CH2:27][O:26][CH2:25][CH2:24]3)[CH:20]=[C:19]([F:29])[CH:18]=2)[S:5][C:6]=1[C:7]([N:9]1[CH2:14][CH2:13][O:12][CH2:11][CH2:10]1)=[S:41]. The catalyst class is: 1.